This data is from Full USPTO retrosynthesis dataset with 1.9M reactions from patents (1976-2016). The task is: Predict the reactants needed to synthesize the given product. (1) Given the product [N+:1]([C:12]1[CH:13]=[C:14]2[C:9](=[CH:10][CH:11]=1)[N:8]=[C:7]([CH3:6])[C:15]2([CH3:17])[CH3:16])([O-:4])=[O:2], predict the reactants needed to synthesize it. The reactants are: [N+:1]([O-:4])([O-])=[O:2].[Na+].[CH3:6][C:7]1[C:15]([CH3:17])([CH3:16])[C:14]2[C:9](=[CH:10][CH:11]=[CH:12][CH:13]=2)[N:8]=1.[OH-].[Na+]. (2) Given the product [Cl:1][C:2]1[CH:18]=[CH:17][C:5]2[CH2:6][CH2:7][N:8]([C:11](=[O:16])[C:12]([F:15])([F:14])[F:13])[CH2:9][CH2:10][C:4]=2[C:3]=1[NH:27][CH2:28][C:29]1[CH:34]=[CH:33][C:32]([CH2:35][S:36][CH:37]2[CH2:41][CH2:40][CH2:39][CH2:38]2)=[CH:31][N:30]=1, predict the reactants needed to synthesize it. The reactants are: [Cl:1][C:2]1[CH:18]=[CH:17][C:5]2[CH2:6][CH2:7][N:8]([C:11](=[O:16])[C:12]([F:15])([F:14])[F:13])[CH2:9][CH2:10][C:4]=2[C:3]=1OS(C(F)(F)F)(=O)=O.[NH2:27][CH2:28][C:29]1[CH:34]=[CH:33][C:32]([CH2:35][S:36][CH:37]2[CH2:41][CH2:40][CH2:39][CH2:38]2)=[CH:31][N:30]=1. (3) Given the product [Br:1][C:2]1[C:21]([F:22])=[CH:20][C:5]2[O:6][C:7]3[CH:19]=[CH:18][CH:17]=[CH:16][C:8]=3[C@H:9]3[C@H:14]([NH:15][C:25](=[O:26])[C:24]([F:35])([F:34])[F:23])[CH2:13][CH2:12][CH2:11][N:10]3[C:4]=2[CH:3]=1, predict the reactants needed to synthesize it. The reactants are: [Br:1][C:2]1[C:21]([F:22])=[CH:20][C:5]2[O:6][C:7]3[CH:19]=[CH:18][CH:17]=[CH:16][C:8]=3[C@H:9]3[C@H:14]([NH2:15])[CH2:13][CH2:12][CH2:11][N:10]3[C:4]=2[CH:3]=1.[F:23][C:24]([F:35])([F:34])[C:25](O[C:25](=[O:26])[C:24]([F:35])([F:34])[F:23])=[O:26].